Dataset: NCI-60 drug combinations with 297,098 pairs across 59 cell lines. Task: Regression. Given two drug SMILES strings and cell line genomic features, predict the synergy score measuring deviation from expected non-interaction effect. (1) Drug 1: CC1=CC2C(CCC3(C2CCC3(C(=O)C)OC(=O)C)C)C4(C1=CC(=O)CC4)C. Drug 2: COC1=NC(=NC2=C1N=CN2C3C(C(C(O3)CO)O)O)N. Cell line: ACHN. Synergy scores: CSS=2.40, Synergy_ZIP=-0.595, Synergy_Bliss=0.190, Synergy_Loewe=-3.09, Synergy_HSA=-1.58. (2) Drug 1: C1CN(CCN1C(=O)CCBr)C(=O)CCBr. Drug 2: N.N.Cl[Pt+2]Cl. Cell line: PC-3. Synergy scores: CSS=62.3, Synergy_ZIP=-1.99, Synergy_Bliss=1.78, Synergy_Loewe=-7.19, Synergy_HSA=4.09. (3) Drug 1: CC1=C(N=C(N=C1N)C(CC(=O)N)NCC(C(=O)N)N)C(=O)NC(C(C2=CN=CN2)OC3C(C(C(C(O3)CO)O)O)OC4C(C(C(C(O4)CO)O)OC(=O)N)O)C(=O)NC(C)C(C(C)C(=O)NC(C(C)O)C(=O)NCCC5=NC(=CS5)C6=NC(=CS6)C(=O)NCCC[S+](C)C)O. Drug 2: CCC1(C2=C(COC1=O)C(=O)N3CC4=CC5=C(C=CC(=C5CN(C)C)O)N=C4C3=C2)O.Cl. Cell line: HT29. Synergy scores: CSS=44.4, Synergy_ZIP=3.34, Synergy_Bliss=5.08, Synergy_Loewe=-1.56, Synergy_HSA=5.78. (4) Drug 1: CS(=O)(=O)C1=CC(=C(C=C1)C(=O)NC2=CC(=C(C=C2)Cl)C3=CC=CC=N3)Cl. Drug 2: CC1=C2C(C(=O)C3(C(CC4C(C3C(C(C2(C)C)(CC1OC(=O)C(C(C5=CC=CC=C5)NC(=O)OC(C)(C)C)O)O)OC(=O)C6=CC=CC=C6)(CO4)OC(=O)C)OC)C)OC. Cell line: U251. Synergy scores: CSS=67.6, Synergy_ZIP=15.3, Synergy_Bliss=14.1, Synergy_Loewe=-2.53, Synergy_HSA=15.5. (5) Drug 1: CC1=C2C(C(=O)C3(C(CC4C(C3C(C(C2(C)C)(CC1OC(=O)C(C(C5=CC=CC=C5)NC(=O)OC(C)(C)C)O)O)OC(=O)C6=CC=CC=C6)(CO4)OC(=O)C)OC)C)OC. Drug 2: CC1C(C(CC(O1)OC2CC(CC3=C2C(=C4C(=C3O)C(=O)C5=CC=CC=C5C4=O)O)(C(=O)C)O)N)O. Cell line: SW-620. Synergy scores: CSS=40.2, Synergy_ZIP=-8.47, Synergy_Bliss=-10.1, Synergy_Loewe=-3.44, Synergy_HSA=-0.0279. (6) Drug 1: CN(CC1=CN=C2C(=N1)C(=NC(=N2)N)N)C3=CC=C(C=C3)C(=O)NC(CCC(=O)O)C(=O)O. Drug 2: COCCOC1=C(C=C2C(=C1)C(=NC=N2)NC3=CC=CC(=C3)C#C)OCCOC.Cl. Cell line: IGROV1. Synergy scores: CSS=36.9, Synergy_ZIP=0.727, Synergy_Bliss=3.44, Synergy_Loewe=0.650, Synergy_HSA=1.06.